This data is from Drug-target binding data from BindingDB using Kd measurements. The task is: Regression. Given a target protein amino acid sequence and a drug SMILES string, predict the binding affinity score between them. We predict pKd (pKd = -log10(Kd in M); higher means stronger binding). Dataset: bindingdb_kd. (1) The compound is O=C(O)c1ccc(Nc2ncc3c(n2)-c2ccc(Cl)cc2C(c2c(F)cccc2F)=NC3)cc1. The target protein (Q9C098) has sequence MGKEPLTLKSIQVAVEELYPNKARALTLAQHSRAPSPRLRSRLFSKALKGDHRCGETETPKSCSEVAGCKAAMRHQGKIPEELSLDDRARTQKKWGRGKWEPEPSSKPPREATLEERHARGEKHLGVEIEKTSGEIIRCEKCKRERELQQSLERERLSLGTSELDMGKGPMYDVEKLVRTRSCRRSPEANPASGEEGWKGDSHRSSPRNPTQELRRPSKSMDKKEDRGPEDQESHAQGAAKAKKDLVEVLPVTEEGLREVKKDTRPMSRSKHGGWLLREHQAGFEKLRRTRGEEKEAEKEKKPCMSGGRRMTLRDDQPAKLEKEPKTRPEENKPERPSGRKPRPMGIIAANVEKHYETGRVIGDGNFAVVKECRHRETRQAYAMKIIDKSRLKGKEDMVDSEILIIQSLSHPNIVKLHEVYETDMEIYLILEYVQGGDLFDAIIESVKFPEPDAALMIMDLCKALVHMHDKSIVHRDLKPENLLVQRNEDKSTTLKLADF.... The pKd is 5.0. (2) The drug is CC(C)[C@H](NC(=O)[C@H](CCCCN)NC(=O)COc1cccc2cccnc12)C(=O)NCC(=O)N[C@H](C(=O)N[C@@H](C)COC(=O)NC(C)(C)C)[C@@H](C)O. The target protein (P01730) has sequence MNRGVPFRHLLLVLQLALLPAATQGKKVVLGKKGDTVELTCTASQKKSIQFHWKNSNQIKILGNQGSFLTKGPSKLNDRADSRRSLWDQGNFPLIIKNLKIEDSDTYICEVEDQKEEVQLLVFGLTANSDTHLLQGQSLTLTLESPPGSSPSVQCRSPRGKNIQGGKTLSVSQLELQDSGTWTCTVLQNQKKVEFKIDIVVLAFQKASSIVYKKEGEQVEFSFPLAFTVEKLTGSGELWWQAERASSSKSWITFDLKNKEVSVKRVTQDPKLQMGKKLPLHLTLPQALPQYAGSGNLTLALEAKTGKLHQEVNLVVMRATQLQKNLTCEVWGPTSPKLMLSLKLENKEAKVSKREKAVWVLNPEAGMWQCLLSDSGQVLLESNIKVLPTWSTPVQPMALIVLGGVAGLLLFIGLGIFFCVRCRHRRRQAERMSQIKRLLSEKKTCQCPHRFQKTCSPI. The pKd is 4.9. (3) The drug is NCCN1C(=O)/C(=C/C=C/c2ccccc2)SC1=S. The target protein sequence is MAAAAAAGPEMVRGQVFDVGPRYTNLSYIGEGAYGMVCSAYDNLNKVRVAIKKISPFEHQTYCQRTLREIKILLRFRHENIIGINDIIRAPTIEQMKDVYIVQDLMETDLYKLLKTQHLSNDHICYFLYQILRGLKYIHSANVLHRDLKPSNLLLNTTCDLKICDFGLARVADPDHDHTGFLTEYVATRWYRAPEIMLNSKGYTKSIDIWSVGCILAEMLSNRPIFPGKHYLDQLNHILGILGSPSQEDLNCIINLKARNYLLSLPHKNKVPWNRLFPNADSKALDLLDKMLTFNPHKRIEVEQALAHPYLEQYYDPSNEPIAEAPFKFDMELDDLPKEKLKELIFEETARFQPGYRS. The pKd is 5.7. (4) The drug is CC[C@@H]1C(=O)N(C)c2cnc(Nc3ccc(C(=O)NC4CCN(C)CC4)cc3OC)nc2N1C1CCCC1. The target protein (Q6DT37) has sequence MERRLRALEQLARGEAGGCPGLDGLLDLLLALHHELSSGPLRRERSVAQFLSWASPFVSKVKELRLQRDDFEILKVIGRGAFGEVTVVRQRDTGQIFAMKMLHKWEMLKRAETACFREERDVLVKGDSRWVTTLHYAFQDEEYLYLVMDYYAGGDLLTLLSRFEDRLPPELAQFYLAEMVLAIHSLHQLGYVHRDVKPDNVLLDVNGHIRLADFGSCLRLNTNGMVDSSVAVGTPDYISPEILQAMEEGKGHYGPQCDWWSLGVCAYELLFGETPFYAESLVETYGKIMNHEDHLQFPPDVPDVPASAQDLIRQLLCRQEERLGRGGLDDFRNHPFFEGVDWERLASSTAPYIPELRGPMDTSNFDVDDDTLNHPGTLPPPSHGAFSGHHLPFVGFTYTSGSHSPESSSEAWAALERKLQCLEQEKVELSRKHQEALHAPTDHRELEQLRKEVQTLRDRLPEMLRDKASLSQTDGPPAGSPGQDSDLRQELDRLHRELAE.... The pKd is 5.0. (5) The drug is COC(=O)[C@H](CCCN=C(N)N[N+](=O)[O-])C1C(=O)CC2C1=CC(=O)CC2(C)C. The target protein (P62937) has sequence MVNPTVFFDIAVDGEPLGRVSFELFADKVPKTAENFRALSTGEKGFGYKGSCFHRIIPGFMCQGGDFTRHNGTGGKSIYGEKFEDENFILKHTGPGILSMANAGPNTNGSQFFICTAKTEWLDGKHVVFGKVKEGMNIVEAMERFGSRNGKTSKKITIADCGQLE. The pKd is 4.5. (6) The small molecule is NC[C@H](NC(=O)c1ccc(-c2ccccc2)cc1)C(=O)NO. The target protein (O67648) has sequence MGLEKTVKEKLSFEGVGIHTGEYSKLIIHPEKEGTGIRFFKNGVYIPARHEFVVHTNHSTDLGFKGQRIKTVEHILSVLHLLEITNVTIEVIGNEIPILDGSGWEFYEAIRKNILNQNREIDYFVVEEPIIVEDEGRLIKAEPSDTLEVTYEGEFKNFLGRQKFTFVEGNEEEIVLARTFCFDWEIEHIKKVGLGKGGSLKNTLVLGKDKVYNPEGLRYENEPVRHKVFDLIGDLYLLGSPVKGKFYSFRGGHSLNVKLVKELAKKQKLTRDLPHLPSVQAL. The pKd is 6.8.